Dataset: Reaction yield outcomes from USPTO patents with 853,638 reactions. Task: Predict the reaction yield, written as a fraction of the theoretical maximum amount of product (1.0 means a 100% yield; for example, 0.34 means a 34% yield). (1) The reactants are [H-].[Na+].[F:3][C:4]1[C:5]([CH2:16][N:17]([CH3:25])[C:18](=[O:24])[O:19][C:20]([CH3:23])([CH3:22])[CH3:21])=[CH:6][NH:7][C:8]=1[C:9]1[C:10]([F:15])=[N:11][CH:12]=[CH:13][CH:14]=1.C1OCCOCCOCCOCCOC1.[F:41][C:42]1[CH:43]=[CH:44][C:45]([S:48](F)(=[O:50])=[O:49])=[N:46][CH:47]=1. The catalyst is O1CCCC1.O. The product is [F:3][C:4]1[C:5]([CH2:16][N:17]([CH3:25])[C:18](=[O:24])[O:19][C:20]([CH3:21])([CH3:22])[CH3:23])=[CH:6][N:7]([S:48]([C:45]2[CH:44]=[CH:43][C:42]([F:41])=[CH:47][N:46]=2)(=[O:50])=[O:49])[C:8]=1[C:9]1[C:10]([F:15])=[N:11][CH:12]=[CH:13][CH:14]=1. The yield is 0.290. (2) The catalyst is O1CCCC1.C(OCC)C. The yield is 0.720. The reactants are [CH2:1]([O:3][C:4]([CH:6]1[CH2:10][CH2:9][C:8](=[O:11])[NH:7]1)=[O:5])[CH3:2].[F:12][C:13]1[CH:20]=[CH:19][C:16]([CH2:17]Br)=[CH:15][CH:14]=1.[H-].[Na+]. The product is [CH2:1]([O:3][C:4]([CH:6]1[CH2:10][CH2:9][C:8](=[O:11])[N:7]1[CH2:17][C:16]1[CH:19]=[CH:20][C:13]([F:12])=[CH:14][CH:15]=1)=[O:5])[CH3:2]. (3) The reactants are [CH3:1][C:2]1[CH:7]=[C:6]([CH3:8])[CH:5]=[C:4]([CH3:9])[C:3]=1[S:10]([C:13]1[CH:18]=[CH:17][C:16]([OH:19])=[CH:15][CH:14]=1)(=[O:12])=[O:11].C1C=CC(P(C2C=CC=CC=2)C2C=CC=CC=2)=CC=1.[C:39]([O:43][C:44]([N:46]1[CH2:51][CH2:50][CH:49](O)[CH2:48][CH2:47]1)=[O:45])([CH3:42])([CH3:41])[CH3:40].CC(OC(/N=N/C(OC(C)C)=O)=O)C. The catalyst is C1COCC1. The product is [C:39]([O:43][C:44]([N:46]1[CH2:51][CH2:50][CH:49]([O:19][C:16]2[CH:17]=[CH:18][C:13]([S:10]([C:3]3[C:2]([CH3:1])=[CH:7][C:6]([CH3:8])=[CH:5][C:4]=3[CH3:9])(=[O:12])=[O:11])=[CH:14][CH:15]=2)[CH2:48][CH2:47]1)=[O:45])([CH3:42])([CH3:40])[CH3:41]. The yield is 0.900. (4) The reactants are [F:1][CH2:2][C@@H:3]1[CH2:7][CH2:6][N:5]([C@@H:8]([CH3:48])[CH2:9][O:10][C:11]2[CH:16]=[CH:15][C:14]([CH:17]3[C:26]([C:27]4[CH:32]=[CH:31][CH:30]=[C:29]([O:33]C5CCCCO5)[CH:28]=4)=[C:25]([CH3:40])[C:24]4[C:19](=[CH:20][CH:21]=[C:22]([O:41]C5CCCCO5)[CH:23]=4)[O:18]3)=[CH:13][CH:12]=2)[CH2:4]1. The catalyst is C(O)(=O)C.O. The product is [F:1][CH2:2][C@@H:3]1[CH2:7][CH2:6][N:5]([C@@H:8]([CH3:48])[CH2:9][O:10][C:11]2[CH:16]=[CH:15][C:14]([CH:17]3[C:26]([C:27]4[CH:32]=[CH:31][CH:30]=[C:29]([OH:33])[CH:28]=4)=[C:25]([CH3:40])[C:24]4[C:19](=[CH:20][CH:21]=[C:22]([OH:41])[CH:23]=4)[O:18]3)=[CH:13][CH:12]=2)[CH2:4]1. The yield is 0.700.